From a dataset of Full USPTO retrosynthesis dataset with 1.9M reactions from patents (1976-2016). Predict the reactants needed to synthesize the given product. (1) Given the product [Cl:1][C:2]1[CH:3]=[CH:4][C:5]([CH:8]([C:15]2[C:23]3[C:18](=[C:19]([CH2:24][S:25][CH3:26])[CH:20]=[CH:21][CH:22]=3)[NH:17][CH:16]=2)[CH2:9][CH2:10][OH:11])=[CH:6][CH:7]=1, predict the reactants needed to synthesize it. The reactants are: [Cl:1][C:2]1[CH:7]=[CH:6][C:5]([CH:8]([C:15]2[C:23]3[C:18](=[C:19]([CH2:24][S:25][CH3:26])[CH:20]=[CH:21][CH:22]=3)[NH:17][CH:16]=2)[CH2:9][C:10](OCC)=[O:11])=[CH:4][CH:3]=1.[H-].[Al+3].[Li+].[H-].[H-].[H-].Cl. (2) Given the product [CH2:1]([CH:3]([O:6][C:7]1[C:12]([CH2:13][OH:14])=[C:11]([NH:16][C:17]2[C:22]([CH3:23])=[CH:21][C:20]([CH3:24])=[CH:19][C:18]=2[CH3:25])[N:10]=[C:9]([CH3:26])[N:8]=1)[CH2:4][CH3:5])[CH3:2], predict the reactants needed to synthesize it. The reactants are: [CH2:1]([CH:3]([O:6][C:7]1[C:12]([C:13](O)=[O:14])=[C:11]([NH:16][C:17]2[C:22]([CH3:23])=[CH:21][C:20]([CH3:24])=[CH:19][C:18]=2[CH3:25])[N:10]=[C:9]([CH3:26])[N:8]=1)[CH2:4][CH3:5])[CH3:2].CSC. (3) Given the product [CH:22]([OH:24])=[O:23].[NH2:1][C:2]1[C:3]2[N:4]([C:8]([CH:18]3[CH2:21][CH2:20][CH2:19]3)=[N:9][C:10]=2[C:11]2[CH:12]=[C:13]([CH:14]=[CH:15][CH:16]=2)[O:17][CH2:29][CH2:30][OH:31])[CH:5]=[CH:6][N:7]=1, predict the reactants needed to synthesize it. The reactants are: [NH2:1][C:2]1[C:3]2[N:4]([C:8]([CH:18]3[CH2:21][CH2:20][CH2:19]3)=[N:9][C:10]=2[C:11]2[CH:12]=[C:13]([OH:17])[CH:14]=[CH:15][CH:16]=2)[CH:5]=[CH:6][N:7]=1.[C:22](=O)([O-:24])[O-:23].[Cs+].[Cs+].Br[CH2:29][CH2:30][OH:31].C([O-])(O)=O.[Na+]. (4) Given the product [ClH:3].[CH3:6][O:7][C:8]1[CH:9]=[C:10]2[C:15](=[CH:16][C:17]=1[O:18][CH3:19])[CH:14]([CH2:20][C:21]([O:23][CH3:24])=[O:22])[NH:13][CH2:12][CH2:11]2, predict the reactants needed to synthesize it. The reactants are: S(Cl)([Cl:3])=O.O.[CH3:6][O:7][C:8]1[CH:9]=[C:10]2[C:15](=[CH:16][C:17]=1[O:18][CH3:19])[CH:14]([CH2:20][C:21]([OH:23])=[O:22])[NH:13][CH2:12][CH2:11]2.[CH3:24]O. (5) Given the product [CH2:1]([S:3]([C:6]1[CH:11]=[CH:10][C:9]([O:12][CH3:13])=[C:8]([NH:14][C:15]([NH2:17])=[S:16])[CH:7]=1)(=[O:4])=[O:5])[CH3:2], predict the reactants needed to synthesize it. The reactants are: [CH2:1]([S:3]([C:6]1[CH:11]=[CH:10][C:9]([O:12][CH3:13])=[C:8]([N:14]=[C:15]=[S:16])[CH:7]=1)(=[O:5])=[O:4])[CH3:2].[N:17](C1C=C(C=CC=1OC)C#N)=C=S.CC1C=CC(C(N)=O)=CC=1NC(N)=S.N. (6) Given the product [F:1][C:2]([F:11])([F:12])[O:3][C:4]1[CH:5]=[CH:6][C:7]([OH:10])=[C:8]([N+:13]([O-:15])=[O:14])[CH:9]=1, predict the reactants needed to synthesize it. The reactants are: [F:1][C:2]([F:12])([F:11])[O:3][C:4]1[CH:9]=[CH:8][C:7]([OH:10])=[CH:6][CH:5]=1.[N+:13]([O-])([OH:15])=[O:14]. (7) Given the product [O:1]1[CH2:6][CH2:5][CH2:4][CH2:3][CH:2]1[N:7]1[C:15]2[C:10](=[CH:11][C:12]([C:16]3[N:20]=[CH:19][N:18]([C:21]([C:22]4[CH:23]=[CH:24][CH:25]=[CH:26][CH:27]=4)([C:28]4[CH:29]=[CH:30][CH:31]=[CH:32][CH:33]=4)[C:34]4[CH:39]=[CH:38][CH:37]=[CH:36][CH:35]=4)[N:17]=3)=[CH:13][CH:14]=2)[C:9]([C:40]2[CH:41]=[C:42]([C:43]([N:54]3[CH2:55][C:56]4[C:61](=[CH:60][CH:59]=[CH:58][CH:57]=4)[CH2:53]3)=[O:45])[CH:47]=[CH:48][CH:49]=2)=[N:8]1, predict the reactants needed to synthesize it. The reactants are: [O:1]1[CH2:6][CH2:5][CH2:4][CH2:3][CH:2]1[N:7]1[C:15]2[C:10](=[CH:11][C:12]([C:16]3[N:20]=[CH:19][N:18]([C:21]([C:34]4[CH:39]=[CH:38][CH:37]=[CH:36][CH:35]=4)([C:28]4[CH:33]=[CH:32][CH:31]=[CH:30][CH:29]=4)[C:22]4[CH:27]=[CH:26][CH:25]=[CH:24][CH:23]=4)[N:17]=3)=[CH:13][CH:14]=2)[C:9]([C:40]2[CH:41]=[C:42]([CH:47]=[CH:48][CH:49]=2)[C:43]([O:45]C)=O)=[N:8]1.O.[OH-].[Li+].[CH2:53]1[C:61]2[C:56](=[CH:57][CH:58]=[CH:59][CH:60]=2)[CH2:55][NH:54]1.O.ON1C2C=CC=CC=2N=N1.Cl.CN(C)CCCN=C=NCC. (8) Given the product [NH2:1][C:2]1[C:3]([C:8]([NH:18][CH2:17][CH:11]2[CH2:16][CH2:15][CH2:14][CH2:13][CH2:12]2)=[O:10])=[N:4][CH:5]=[CH:6][CH:7]=1, predict the reactants needed to synthesize it. The reactants are: [NH2:1][C:2]1[C:3]([C:8]([OH:10])=O)=[N:4][CH:5]=[CH:6][CH:7]=1.[CH:11]1([CH2:17][NH2:18])[CH2:16][CH2:15][CH2:14][CH2:13][CH2:12]1.CCN(C(C)C)C(C)C.CN(C(ON1N=NC2C=CC=NC1=2)=[N+](C)C)C.F[P-](F)(F)(F)(F)F.